This data is from Forward reaction prediction with 1.9M reactions from USPTO patents (1976-2016). The task is: Predict the product of the given reaction. (1) Given the reactants CSC.B(F)(F)F.[Br:8][C:9]1[CH:10]=[C:11]([CH:15]=[C:16]([Br:31])[C:17]=1[O:18][C:19]1[CH:24]=[C:23]([CH:25]([CH3:27])[CH3:26])[C:22]([O:28]C)=[C:21]([I:30])[CH:20]=1)[C:12]([OH:14])=[O:13].O, predict the reaction product. The product is: [Br:8][C:9]1[CH:10]=[C:11]([CH:15]=[C:16]([Br:31])[C:17]=1[O:18][C:19]1[CH:24]=[C:23]([CH:25]([CH3:27])[CH3:26])[C:22]([OH:28])=[C:21]([I:30])[CH:20]=1)[C:12]([OH:14])=[O:13]. (2) Given the reactants [Cl:1][C:2]1[C:3]([CH2:8]O)=[N:4][N:5]([CH3:7])[CH:6]=1.[Br:10]P(Br)Br, predict the reaction product. The product is: [Br:10][CH2:8][C:3]1[C:2]([Cl:1])=[CH:6][N:5]([CH3:7])[N:4]=1. (3) Given the reactants Br[CH2:2][C:3]1[NH:8][C:7]([C:9]2[S:10][CH:11]=[CH:12][N:13]=2)=[N:6][CH:5]([C:14]2[CH:19]=[CH:18][C:17]([Cl:20])=[CH:16][C:15]=2[Cl:21])[C:4]=1[C:22]([O:24][CH2:25][CH3:26])=[O:23].[NH:27]1[CH2:32][CH2:31][O:30][CH:29]([CH2:33][CH2:34][C:35]([OH:37])=[O:36])[CH2:28]1, predict the reaction product. The product is: [Cl:21][C:15]1[CH:16]=[C:17]([Cl:20])[CH:18]=[CH:19][C:14]=1[CH:5]1[N:6]=[C:7]([C:9]2[S:10][CH:11]=[CH:12][N:13]=2)[NH:8][C:3]([CH2:2][N:27]2[CH2:32][CH2:31][O:30][CH:29]([CH2:33][CH2:34][C:35]([OH:37])=[O:36])[CH2:28]2)=[C:4]1[C:22]([O:24][CH2:25][CH3:26])=[O:23]. (4) The product is: [CH3:28][C:29]1[CH:33]=[C:32]([CH3:34])[O:31][N:30]=1.[CH2:8]1[O:16][C:15]2[C:10](=[C:11]([S:17]([NH:20][C:21]([O:22][C:32]([CH3:33])([CH3:34])[CH3:38])=[O:24])(=[O:18])=[O:19])[CH:12]=[CH:13][CH:14]=2)[O:9]1. Given the reactants C([CH:8]1[O:16][C:15]2[C:10](=[C:11]([S:17]([NH2:20])(=[O:19])=[O:18])[CH:12]=[CH:13][CH:14]=2)[O:9]1)(OC(C)(C)C)=O.[C:21](=[O:24])([O-])[O-:22].[Cs+].[Cs+].Cl[CH2:28][C:29]1[CH:33]=[C:32]([CH3:34])[O:31][N:30]=1.[I-].[K+].O1CCOC[CH2:38]1, predict the reaction product.